From a dataset of Full USPTO retrosynthesis dataset with 1.9M reactions from patents (1976-2016). Predict the reactants needed to synthesize the given product. (1) Given the product [CH2:1]([O:8][C:9]1[C:17]([CH:27]=[O:28])=[CH:16][C:15]([CH3:19])=[C:14]2[C:10]=1[CH2:11][CH2:12][CH2:13]2)[C:2]1[CH:7]=[CH:6][CH:5]=[CH:4][CH:3]=1, predict the reactants needed to synthesize it. The reactants are: [CH2:1]([O:8][C:9]1[C:17](Br)=[CH:16][C:15]([CH3:19])=[C:14]2[C:10]=1[CH2:11][CH2:12][CH2:13]2)[C:2]1[CH:7]=[CH:6][CH:5]=[CH:4][CH:3]=1.[Li]CCCC.C1C[O:28][CH2:27]C1. (2) Given the product [CH2:18]([O:22][C:23]1[CH:31]=[CH:30][C:29]([S:32]([CH3:35])(=[O:34])=[O:33])=[CH:28][C:24]=1[C:25]([N:5]1[CH2:4][CH2:3][N:2]([C:8]2[CH:17]=[N:16][C:15]3[C:10](=[CH:11][CH:12]=[CH:13][CH:14]=3)[N:9]=2)[CH2:7][CH2:6]1)=[O:26])[CH:19]([CH3:21])[CH3:20], predict the reactants needed to synthesize it. The reactants are: Cl.[N:2]1([C:8]2[CH:17]=[N:16][C:15]3[C:10](=[CH:11][CH:12]=[CH:13][CH:14]=3)[N:9]=2)[CH2:7][CH2:6][NH:5][CH2:4][CH2:3]1.[CH2:18]([O:22][C:23]1[CH:31]=[CH:30][C:29]([S:32]([CH3:35])(=[O:34])=[O:33])=[CH:28][C:24]=1[C:25](O)=[O:26])[CH:19]([CH3:21])[CH3:20].C(OCC)(=O)C. (3) Given the product [C:1]([C:5]1[CH:6]=[C:7]([N+:15]([O-:17])=[O:16])[C:8]([O:13][CH3:14])=[C:9]([S:11]([CH3:12])=[O:18])[CH:10]=1)([CH3:4])([CH3:2])[CH3:3], predict the reactants needed to synthesize it. The reactants are: [C:1]([C:5]1[CH:6]=[C:7]([N+:15]([O-:17])=[O:16])[C:8]([O:13][CH3:14])=[C:9]([S:11][CH3:12])[CH:10]=1)([CH3:4])([CH3:3])[CH3:2].[OH:18]O. (4) Given the product [CH3:49][O:48][CH2:47][CH2:46][NH:45][C:44](=[O:33])[O:30][CH2:29][C:27]1[CH:26]=[C:4]([CH2:5][NH:6][C:7]([NH2:25])=[N:8][C:9]([C:11]2[C:12]([C:17]3[CH:18]=[CH:19][C:20]([O:23][CH3:24])=[CH:21][CH:22]=3)=[N:13][S:14][C:15]=2[CH3:16])=[O:10])[CH:3]=[C:2]([Cl:1])[CH:28]=1, predict the reactants needed to synthesize it. The reactants are: [Cl:1][C:2]1[CH:3]=[C:4]([CH:26]=[C:27]([CH2:29][OH:30])[CH:28]=1)[CH2:5][NH:6][C:7]([NH2:25])=[N:8][C:9]([C:11]1[C:12]([C:17]2[CH:22]=[CH:21][C:20]([O:23][CH3:24])=[CH:19][CH:18]=2)=[N:13][S:14][C:15]=1[CH3:16])=[O:10].ClC(OC1C=CC([N+]([O-])=O)=CC=1)=[O:33].[CH3:44][N:45]1C[CH2:49][O:48][CH2:47][CH2:46]1.COCCN. (5) Given the product [Cl:1][C:2]1[CH:3]=[C:4]([CH:8]=[CH:9][C:10]=1[F:11])[C:5]([NH:12][C@H:13]1[CH2:14][CH2:15][C@@H:16]([NH:19][C:20]2[CH:25]=[C:24]([N:26]([CH3:28])[CH3:27])[N:23]=[C:22]([CH3:29])[N:21]=2)[CH2:17][CH2:18]1)=[O:7], predict the reactants needed to synthesize it. The reactants are: [Cl:1][C:2]1[CH:3]=[C:4]([CH:8]=[CH:9][C:10]=1[F:11])[C:5]([OH:7])=O.[NH2:12][C@@H:13]1[CH2:18][CH2:17][C@H:16]([NH:19][C:20]2[CH:25]=[C:24]([N:26]([CH3:28])[CH3:27])[N:23]=[C:22]([CH3:29])[N:21]=2)[CH2:15][CH2:14]1.C1C=CC2N(O)N=NC=2C=1.O.CCN=C=NCCCN(C)C.Cl.